This data is from Full USPTO retrosynthesis dataset with 1.9M reactions from patents (1976-2016). The task is: Predict the reactants needed to synthesize the given product. (1) Given the product [Br:15][C:16]1[CH:21]=[C:20]([C:22]([C:24]2[CH:25]=[CH:26][C:27]([Cl:30])=[CH:28][CH:29]=2)=[O:23])[CH:19]=[C:18]2[C:17]=1[NH:31][C:32](=[O:33])[CH:34]=[C:35]2[OH:36], predict the reactants needed to synthesize it. The reactants are: O=P12OP3(OP(OP(O3)(O1)=O)(=O)O2)=O.[Br:15][C:16]1[CH:21]=[C:20]([C:22]([C:24]2[CH:29]=[CH:28][C:27]([Cl:30])=[CH:26][CH:25]=2)=[O:23])[CH:19]=[CH:18][C:17]=1[NH:31][C:32]([CH2:34][C:35](O)=[O:36])=[O:33]. (2) Given the product [C:29]([C:28]1[O:33][C:24]([C:23]2[CH:22]=[N:21][N:18]3[CH:19]=[CH:20][C:15]([N:10]4[CH2:11][C@@H:12]([F:14])[CH2:13][C@@H:9]4[C:3]4[CH:4]=[C:5]([F:8])[CH:6]=[CH:7][C:2]=4[F:1])=[N:16][C:17]=23)=[N:26][N:27]=1)([CH3:31])([CH3:30])[CH3:32], predict the reactants needed to synthesize it. The reactants are: [F:1][C:2]1[CH:7]=[CH:6][C:5]([F:8])=[CH:4][C:3]=1[C@H:9]1[CH2:13][C@H:12]([F:14])[CH2:11][N:10]1[C:15]1[CH:20]=[CH:19][N:18]2[N:21]=[CH:22][C:23]([C:24]([NH:26][NH:27][C:28](=[O:33])[C:29]([CH3:32])([CH3:31])[CH3:30])=O)=[C:17]2[N:16]=1.N1C=CC=CC=1.S(OS(C(F)(F)F)(=O)=O)(C(F)(F)F)(=O)=O. (3) Given the product [CH:18]1([CH2:24][C@H:25]([CH2:29][C:30]([N:32]2[CH2:37][CH2:36][O:35][CH2:34][CH2:33]2)=[O:31])[C:26]([NH:1][C@H:2]([C:3]([C:5]2[O:6][CH:7]=[CH:8][N:9]=2)=[O:4])[CH2:10][CH2:11][C:12]2[CH:17]=[CH:16][CH:15]=[CH:14][CH:13]=2)=[O:27])[CH2:23][CH2:22][CH2:21][CH2:20][CH2:19]1, predict the reactants needed to synthesize it. The reactants are: [NH2:1][CH:2]([CH2:10][CH2:11][C:12]1[CH:17]=[CH:16][CH:15]=[CH:14][CH:13]=1)[C@@H:3]([C:5]1[O:6][CH:7]=[CH:8][N:9]=1)[OH:4].[CH:18]1([CH2:24][CH:25]([CH2:29][C:30]([N:32]2[CH2:37][CH2:36][O:35][CH2:34][CH2:33]2)=[O:31])[C:26](O)=[O:27])[CH2:23][CH2:22][CH2:21][CH2:20][CH2:19]1.